Task: Predict the product of the given reaction.. Dataset: Forward reaction prediction with 1.9M reactions from USPTO patents (1976-2016) (1) Given the reactants O.[SH:2][C:3]1[N:11]=[CH:10][N:9]=[C:8]2[C:4]=1[NH:5][CH:6]=[N:7]2.O.[N+:13]([C:16]1[CH:23]=[CH:22][C:19]([CH2:20]Br)=[CH:18][CH:17]=1)([O-:15])=[O:14], predict the reaction product. The product is: [N+:13]([C:16]1[CH:23]=[CH:22][C:19]([CH2:20][S:2][C:3]2[N:11]=[CH:10][N:9]=[C:8]3[C:4]=2[NH:5][CH:6]=[N:7]3)=[CH:18][CH:17]=1)([O-:15])=[O:14]. (2) Given the reactants [NH2:1][C:2](=[O:39])[CH2:3][C:4]1([NH:19][C:20]([C:22]2[CH:27]=[CH:26][C:25]([N:28]3[CH2:31][C:30]([F:33])([F:32])[CH2:29]3)=[C:24]([O:34][CH2:35][CH:36]3[CH2:38][CH2:37]3)[N:23]=2)=[O:21])[CH2:8][CH2:7][N:6](C(OCC2C=CC=CC=2)=O)[CH2:5]1, predict the reaction product. The product is: [NH2:1][C:2](=[O:39])[CH2:3][C:4]1([NH:19][C:20]([C:22]2[CH:27]=[CH:26][C:25]([N:28]3[CH2:29][C:30]([F:33])([F:32])[CH2:31]3)=[C:24]([O:34][CH2:35][CH:36]3[CH2:38][CH2:37]3)[N:23]=2)=[O:21])[CH2:8][CH2:7][NH:6][CH2:5]1. (3) Given the reactants [F:1][C:2]1[CH:10]=[CH:9][C:5]([C:6](Cl)=[O:7])=[CH:4][CH:3]=1.[Cl-].[Al+3].[Cl-].[Cl-].[CH3:15][N:16]1[CH:20]=[C:19]([CH3:21])[CH:18]=[C:17]1[CH2:22][C:23]([O:25][CH2:26][CH3:27])=[O:24], predict the reaction product. The product is: [CH3:15][N:16]1[C:20]([C:6](=[O:7])[C:5]2[CH:9]=[CH:10][C:2]([F:1])=[CH:3][CH:4]=2)=[C:19]([CH3:21])[CH:18]=[C:17]1[CH2:22][C:23]([O:25][CH2:26][CH3:27])=[O:24]. (4) Given the reactants Br[C:2]1[N:3]=[C:4]2[N:9]([CH:10]=1)[CH:8]=[C:7]([C:11]([O:13][CH3:14])=[O:12])[CH:6]=[CH:5]2.[F:15][C:16]1[CH:21]=[CH:20][C:19](B2OC(C)(C)C(C)(C)O2)=[CH:18][N:17]=1.C([O-])([O-])=O.[K+].[K+], predict the reaction product. The product is: [F:15][C:16]1[N:17]=[CH:18][C:19]([C:2]2[N:3]=[C:4]3[N:9]([CH:10]=2)[CH:8]=[C:7]([C:11]([O:13][CH3:14])=[O:12])[CH:6]=[CH:5]3)=[CH:20][CH:21]=1. (5) Given the reactants [C:1]([SH:20])([C:14]1[CH:19]=[CH:18][CH:17]=[CH:16][CH:15]=1)([C:8]1[CH:13]=[CH:12][CH:11]=[CH:10][CH:9]=1)[C:2]1[CH:7]=[CH:6][CH:5]=[CH:4][CH:3]=1.[H-].[Na+].Br[CH2:24][C:25]1[CH:32]=[CH:31][C:28]([C:29]#[N:30])=[CH:27][CH:26]=1, predict the reaction product. The product is: [C:1]([S:20][CH2:24][C:25]1[CH:32]=[CH:31][C:28]([C:29]#[N:30])=[CH:27][CH:26]=1)([C:8]1[CH:13]=[CH:12][CH:11]=[CH:10][CH:9]=1)([C:14]1[CH:15]=[CH:16][CH:17]=[CH:18][CH:19]=1)[C:2]1[CH:3]=[CH:4][CH:5]=[CH:6][CH:7]=1. (6) Given the reactants [CH3:1][O:2][C:3](=[O:22])/[C:4](/[C:12]1[CH:17]=[CH:16][C:15]([S:18]([CH3:21])(=[O:20])=[O:19])=[CH:14][CH:13]=1)=[CH:5]/[CH:6]1[CH2:11][CH2:10][CH2:9][CH2:8][CH2:7]1.[BH4-].[Na+], predict the reaction product. The product is: [CH3:1][O:2][C:3](=[O:22])[CH:4]([C:12]1[CH:13]=[CH:14][C:15]([S:18]([CH3:21])(=[O:19])=[O:20])=[CH:16][CH:17]=1)[CH2:5][CH:6]1[CH2:7][CH2:8][CH2:9][CH2:10][CH2:11]1. (7) Given the reactants [NH2:1][C:2]1[C:3]([C:19]#[N:20])=[N:4][C:5]([C:9]2[CH:14]=[CH:13][C:12](=[O:15])[N:11]([CH:16]([CH3:18])[CH3:17])[CH:10]=2)=[CH:6][N+:7]=1[O-:8].[O:21]1CCOCC1, predict the reaction product. The product is: [NH2:1][C:2]1[C:3]([C:19]([NH2:20])=[O:21])=[N:4][C:5]([C:9]2[CH:14]=[CH:13][C:12](=[O:15])[N:11]([CH:16]([CH3:18])[CH3:17])[CH:10]=2)=[CH:6][N+:7]=1[O-:8].